From a dataset of Full USPTO retrosynthesis dataset with 1.9M reactions from patents (1976-2016). Predict the reactants needed to synthesize the given product. (1) Given the product [CH2:14]([N:1]1[C:9]2[C:4](=[CH:5][CH:6]=[CH:7][CH:8]=2)[C:3](=[O:10])[C:2]1=[O:11])[C:15]1[CH:20]=[CH:19][CH:18]=[CH:17][CH:16]=1, predict the reactants needed to synthesize it. The reactants are: [NH:1]1[C:9]2[C:4](=[CH:5][CH:6]=[CH:7][CH:8]=2)[C:3](=[O:10])[C:2]1=[O:11].[H-].[Na+].[CH2:14](Cl)[C:15]1[CH:20]=[CH:19][CH:18]=[CH:17][CH:16]=1. (2) Given the product [CH3:9][C@@H:8]1[CH2:7][CH2:6][CH2:5][N:4]([C:10]([C:12]2[CH:17]=[C:16]([CH3:18])[CH:15]=[CH:14][C:13]=2[C:19]2[CH:24]=[CH:23][CH:22]=[CH:21][N:20]=2)=[O:11])[C@@H:3]1[CH2:2][NH:1][C:26]1[CH:31]=[CH:30][C:29]([CH3:32])=[CH:28][N:27]=1, predict the reactants needed to synthesize it. The reactants are: [NH2:1][CH2:2][C@@H:3]1[C@H:8]([CH3:9])[CH2:7][CH2:6][CH2:5][N:4]1[C:10]([C:12]1[CH:17]=[C:16]([CH3:18])[CH:15]=[CH:14][C:13]=1[C:19]1[CH:24]=[CH:23][CH:22]=[CH:21][N:20]=1)=[O:11].Br[C:26]1[CH:31]=[CH:30][C:29]([CH3:32])=[CH:28][N:27]=1. (3) Given the product [CH:1]1([CH2:4][N:5]([CH2:15][CH2:16][CH3:17])[C:6]2[N:11]=[CH:10][N:9]=[C:8]([C:12]([NH:42][C:41]3[CH:40]=[CH:39][C:38]([CH2:37][N:32]4[CH:36]=[CH:35][N:34]=[CH:33]4)=[CH:44][CH:43]=3)=[O:14])[CH:7]=2)[CH2:2][CH2:3]1, predict the reactants needed to synthesize it. The reactants are: [CH:1]1([CH2:4][N:5]([CH2:15][CH2:16][CH3:17])[C:6]2[N:11]=[CH:10][N:9]=[C:8]([C:12]([OH:14])=O)[CH:7]=2)[CH2:3][CH2:2]1.C(N(C(C)C)CC)(C)C.ClC(OC)=O.[N:32]1([CH2:37][C:38]2[CH:44]=[CH:43][C:41]([NH2:42])=[CH:40][CH:39]=2)[CH:36]=[CH:35][N:34]=[CH:33]1. (4) Given the product [Cl-:8].[Cl:8][C:5]1[C:4](=[O:7])[NH2+:3][CH:2]=[N:1][CH:6]=1, predict the reactants needed to synthesize it. The reactants are: [N:1]1[CH:6]=[CH:5][C:4](=[O:7])[NH:3][CH:2]=1.[Cl:8]Cl. (5) Given the product [CH3:11][O:12][C:13]1[CH:14]=[C:15](/[C:16](=[CH:9]/[C:7]2[S:8][C:4]([N+:1]([O-:3])=[O:2])=[CH:5][CH:6]=2)/[C:17]#[N:18])[CH:19]=[CH:20][C:21]=1[O:22][CH3:23], predict the reactants needed to synthesize it. The reactants are: [N+:1]([C:4]1[S:8][C:7]([CH:9]=O)=[CH:6][CH:5]=1)([O-:3])=[O:2].[CH3:11][O:12][C:13]1[CH:14]=[C:15]([CH:19]=[CH:20][C:21]=1[O:22][CH3:23])[CH2:16][C:17]#[N:18]. (6) The reactants are: [CH:1]1([C:4]2[N:8](C(OC(C)(C)C)=O)[C:7]3[CH:16]=[C:17]([C:24]4[C:25]([CH3:30])=[N:26][O:27][C:28]=4[CH3:29])[CH:18]=[C:19]([C:20]([O:22]C)=O)[C:6]=3[N:5]=2)[CH2:3][CH2:2]1.Br[C:32]1[S:33][CH:34]=[CH:35][CH:36]=1. Given the product [CH:1]1([C:4]2[NH:8][C:7]3[CH:16]=[C:17]([C:24]4[C:25]([CH3:30])=[N:26][O:27][C:28]=4[CH3:29])[CH:18]=[C:19]([C:20]([C:32]4[S:33][CH:34]=[CH:35][CH:36]=4)([C:32]4[S:33][CH:34]=[CH:35][CH:36]=4)[OH:22])[C:6]=3[N:5]=2)[CH2:3][CH2:2]1, predict the reactants needed to synthesize it.